Dataset: Full USPTO retrosynthesis dataset with 1.9M reactions from patents (1976-2016). Task: Predict the reactants needed to synthesize the given product. (1) The reactants are: [Cl:1][C:2]1[CH:3]=[C:4]([C:10]2[C:11]([CH3:31])=[N:12][N:13]([CH2:16][C:17]3[CH:22]=[CH:21][C:20]([NH:23]C(=O)OC(C)(C)C)=[CH:19][CH:18]=3)[C:14]=2[CH3:15])[CH:5]=[CH:6][C:7]=1[C:8]#[N:9].C(O)(C(F)(F)F)=O. Given the product [NH2:23][C:20]1[CH:19]=[CH:18][C:17]([CH2:16][N:13]2[C:14]([CH3:15])=[C:10]([C:4]3[CH:5]=[CH:6][C:7]([C:8]#[N:9])=[C:2]([Cl:1])[CH:3]=3)[C:11]([CH3:31])=[N:12]2)=[CH:22][CH:21]=1, predict the reactants needed to synthesize it. (2) Given the product [F:1][C:2]1[C:7]([F:8])=[CH:6][CH:5]=[CH:4][C:3]=1[C:9]1[N:17]=[C:12]2[CH:13]=[N:14][N:15]([CH2:33][C:31]3[O:30][N:29]=[C:28]([C:25]4[CH:24]=[CH:23][C:22]([O:39][CH2:40][CH2:41][CH2:42][OH:43])=[CH:27][CH:26]=4)[CH:32]=3)[CH:16]=[C:11]2[N:10]=1, predict the reactants needed to synthesize it. The reactants are: [F:1][C:2]1[C:7]([F:8])=[CH:6][CH:5]=[CH:4][C:3]=1[C:9]1[N:17]=[C:12]2[CH:13]=[N:14][NH:15][CH:16]=[C:11]2[N:10]=1.C([C:22]1[CH:27]=[CH:26][C:25]([C:28]2[CH:32]=[C:31]([CH2:33]Cl)[O:30][N:29]=2)=[C:24](C(F)(F)F)[CH:23]=1)CCC.[OH:39][C:40]1[CH:41]=[C:42](C=CC=1)[O:43]C1C=CC(C=O)=CC=1. (3) The reactants are: I[CH3:2].[F:3][C:4]1[CH:12]=[C:11]2[C:7]([C:8]([I:13])=[N:9][NH:10]2)=[CH:6][CH:5]=1. Given the product [F:3][C:4]1[CH:5]=[CH:6][C:7]2[C:11]([CH:12]=1)=[N:10][N:9]([CH3:2])[C:8]=2[I:13], predict the reactants needed to synthesize it.